Dataset: Reaction yield outcomes from USPTO patents with 853,638 reactions. Task: Predict the reaction yield, written as a fraction of the theoretical maximum amount of product (1.0 means a 100% yield; for example, 0.34 means a 34% yield). (1) The reactants are [CH3:1][N:2]([CH3:23])[CH2:3][CH2:4][N:5]1[CH2:10][CH2:9][S:8][C:7]2[CH:11]=[CH:12][C:13]([NH:15][C:16]([C:18]3[S:19][CH:20]=[CH:21][CH:22]=3)=[NH:17])=[CH:14][C:6]1=2.[ClH:24]. The catalyst is CO. The product is [ClH:24].[ClH:24].[CH3:1][N:2]([CH3:23])[CH2:3][CH2:4][N:5]1[CH2:10][CH2:9][S:8][C:7]2[CH:11]=[CH:12][C:13]([NH:15][C:16]([C:18]3[S:19][CH:20]=[CH:21][CH:22]=3)=[NH:17])=[CH:14][C:6]1=2. The yield is 0.990. (2) The reactants are [CH:1]([C:4]1[CH:9]=[C:8]([O:10][CH3:11])[CH:7]=[CH:6][C:5]=1[OH:12])([CH3:3])[CH3:2].[C:13]1([CH3:23])[CH:18]=[CH:17][C:16]([S:19](Cl)(=[O:21])=[O:20])=[CH:15][CH:14]=1.C(N(CC)CC)C. The catalyst is C1(C)C=CC=CC=1. The product is [CH:1]([C:4]1[CH:9]=[C:8]([O:10][CH3:11])[CH:7]=[CH:6][C:5]=1[O:12][S:19]([C:16]1[CH:17]=[CH:18][C:13]([CH3:23])=[CH:14][CH:15]=1)(=[O:21])=[O:20])([CH3:3])[CH3:2]. The yield is 0.957. (3) The yield is 0.740. The product is [Cl:1][C:2]1[CH:3]=[CH:4][C:5]2[O:9][CH:8]([C:10]([OH:24])=[O:11])[CH2:7][C:6]=2[CH:12]=1. The catalyst is O.CC#N. The reactants are [Cl:1][C:2]1[CH:3]=[CH:4][C:5]2[O:9][CH:8]([CH2:10][OH:11])[CH2:7][C:6]=2[CH:12]=1.CC1(C)N([O])C(C)(C)CCC1.[O-:24]Cl.[Na+].Cl. (4) The reactants are C(N(CC)CC)C.[Cl:8][C:9]1[CH:14]=[C:13]([Cl:15])[CH:12]=[CH:11][C:10]=1[S:16](Cl)(=[O:18])=[O:17].[CH3:20][CH:21]([CH3:45])[CH2:22][C@H:23]([NH:37][C:38](=[O:44])[O:39][C:40]([CH3:43])([CH3:42])[CH3:41])[CH2:24][N:25]1[CH2:30][CH2:29][N:28]([C:31](=[O:36])[C@H:32]([CH2:34][OH:35])[NH2:33])[CH2:27][CH2:26]1. The catalyst is C(Cl)Cl. The product is [Cl:8][C:9]1[CH:14]=[C:13]([Cl:15])[CH:12]=[CH:11][C:10]=1[S:16]([NH:33][C@H:32]([C:31]([N:28]1[CH2:29][CH2:30][N:25]([CH2:24][C@@H:23]([NH:37][C:38](=[O:44])[O:39][C:40]([CH3:41])([CH3:43])[CH3:42])[CH2:22][CH:21]([CH3:45])[CH3:20])[CH2:26][CH2:27]1)=[O:36])[CH2:34][OH:35])(=[O:18])=[O:17]. The yield is 0.430. (5) The reactants are Cl.[NH:2]1[C:6]2[CH:7]=[CH:8][CH:9]=[CH:10][C:5]=2[N:4]=[C:3]1[C@@H:11]1[CH2:15][C:14](=[N:16][O:17][CH3:18])[CH2:13][N:12]1C(OC(C)(C)C)=O. The catalyst is C(Cl)Cl. The product is [CH3:18][O:17][N:16]=[C:14]1[CH2:15][C@@H:11]([C:3]2[NH:2][C:6]3[CH:7]=[CH:8][CH:9]=[CH:10][C:5]=3[N:4]=2)[NH:12][CH2:13]1. The yield is 0.990. (6) The reactants are [C:1]1(=[O:7])[O:6][C:4](=[O:5])[CH2:3][CH2:2]1.[CH:8]1[C:13]([NH2:14])=[CH:12][CH:11]=[C:10]([S:15]([NH:18][C:19]2[S:23][CH:22]=[CH:21][N:20]=2)(=[O:17])=[O:16])[CH:9]=1.C(N(CC)CC)C. The catalyst is O1CCCC1. The product is [CH:12]1[C:13]([NH:14][C:1]([CH2:2][CH2:3][C:4]([OH:6])=[O:5])=[O:7])=[CH:8][CH:9]=[C:10]([S:15]([NH:18][C:19]2[S:23][CH:22]=[CH:21][N:20]=2)(=[O:17])=[O:16])[CH:11]=1. The yield is 0.670. (7) The reactants are [C:1]([C:4]1[CH:5]=[C:6]([NH:10][C:11]([NH:13][C:14]2[CH:19]=[CH:18][C:17]([O:20][CH3:21])=[C:16]([C:22]3[N:23]([CH3:28])[N:24]=[CH:25][C:26]=3[Br:27])[CH:15]=2)=[O:12])[CH:7]=[CH:8][CH:9]=1)(=O)[CH3:2].Cl.[NH2:30][OH:31].Cl. The catalyst is C(O)C. The product is [Br:27][C:26]1[CH:25]=[N:24][N:23]([CH3:28])[C:22]=1[C:16]1[CH:15]=[C:14]([NH:13][C:11]([NH:10][C:6]2[CH:7]=[CH:8][CH:9]=[C:4]([C:1](=[N:30][OH:31])[CH3:2])[CH:5]=2)=[O:12])[CH:19]=[CH:18][C:17]=1[O:20][CH3:21]. The yield is 0.160. (8) The reactants are [Br:1][C:2]1[CH:13]=[CH:12][C:5]([O:6][C:7]([CH3:11])([CH3:10])[CH2:8][OH:9])=[CH:4][CH:3]=1.N1C(C)=CC=CC=1C.FC(F)(F)S(O[Si:28]([C:31]([CH3:34])([CH3:33])[CH3:32])([CH3:30])[CH3:29])(=O)=O. The catalyst is ClCCl.C(OCC)(=O)C. The product is [Br:1][C:2]1[CH:13]=[CH:12][C:5]([O:6][C:7]([CH3:10])([CH3:11])[CH2:8][O:9][Si:28]([C:31]([CH3:34])([CH3:33])[CH3:32])([CH3:30])[CH3:29])=[CH:4][CH:3]=1. The yield is 1.00. (9) The reactants are [CH2:1]([C:3]1[CH2:4][CH:5]2[CH:8]([CH:9]=1)[C:7]([CH2:14][C:15]([O:17]C(C)(C)C)=[O:16])([CH2:10][N+:11]([O-])=O)[CH2:6]2)[CH3:2].[Cl-].[NH4+]. The catalyst is C(O)C.O.[Fe]. The product is [NH2:11][CH2:10][C:7]1([CH2:14][C:15]([OH:17])=[O:16])[CH2:6][CH:5]2[CH:8]1[CH:9]=[C:3]([CH2:1][CH3:2])[CH2:4]2. The yield is 0.430. (10) The reactants are [F:1][CH2:2][CH:3]([OH:40])[CH2:4][O:5][C@H:6]1[CH2:11][CH2:10][C@H:9]([N:12]2[C:17](=[O:18])[C:16]([CH2:19][C:20]3[CH:25]=[CH:24][C:23]([C:26]4[C:27]([C:32]#[N:33])=[CH:28][CH:29]=[CH:30][CH:31]=4)=[CH:22][CH:21]=3)=[C:15]([CH2:34][CH2:35][CH3:36])[N:14]3[N:37]=[CH:38][N:39]=[C:13]23)[CH2:8][CH2:7]1.[CH3:41]C(OI1(OC(C)=O)(OC(C)=O)OC(=O)C2C=CC=CC1=2)=O.C(=O)([O-])O.[Na+].S([O-])([O-])(=O)=S.[Na+].[Na+]. The catalyst is C(#N)C. The product is [F:1][CH2:2][C:3]([OH:40])([CH3:41])[CH2:4][O:5][C@H:6]1[CH2:11][CH2:10][C@H:9]([N:12]2[C:17](=[O:18])[C:16]([CH2:19][C:20]3[CH:25]=[CH:24][C:23]([C:26]4[C:27]([C:32]#[N:33])=[CH:28][CH:29]=[CH:30][CH:31]=4)=[CH:22][CH:21]=3)=[C:15]([CH2:34][CH2:35][CH3:36])[N:14]3[N:37]=[CH:38][N:39]=[C:13]23)[CH2:8][CH2:7]1. The yield is 0.620.